Dataset: Forward reaction prediction with 1.9M reactions from USPTO patents (1976-2016). Task: Predict the product of the given reaction. Given the reactants [C:1]1([C:9]2[CH:14]=[CH:13][CH:12]=[CH:11][CH:10]=2)[C:2]([CH:7]=O)=[CH:3][CH:4]=[CH:5][CH:6]=1.[C@@H:15]1([NH2:25])[C:24]2[C:19](=[CH:20][CH:21]=[CH:22][CH:23]=2)[CH2:18][CH2:17][CH2:16]1, predict the reaction product. The product is: [C:1]1([C:9]2[CH:14]=[CH:13][CH:12]=[CH:11][CH:10]=2)[CH:6]=[CH:5][CH:4]=[CH:3][C:2]=1[CH2:7][NH:25][C@@H:15]1[C:24]2[C:19](=[CH:20][CH:21]=[CH:22][CH:23]=2)[CH2:18][CH2:17][CH2:16]1.